From a dataset of Reaction yield outcomes from USPTO patents with 853,638 reactions. Predict the reaction yield, written as a fraction of the theoretical maximum amount of product (1.0 means a 100% yield; for example, 0.34 means a 34% yield). (1) The reactants are C[O:2][C:3](=[O:37])[C@@H:4]([NH:15][C:16]([C:18]1[C:19]([CH3:36])=[N:20][C:21]([NH:25][CH2:26][CH2:27][CH2:28][C:29]2[CH:34]=[CH:33][CH:32]=[C:31]([OH:35])[CH:30]=2)=[N:22][C:23]=1[CH3:24])=[O:17])[CH2:5][NH:6][C:7]([C:9]1[S:10][C:11]([Cl:14])=[CH:12][CH:13]=1)=[O:8].O.[OH-].[Li+].S([O-])(O)(=O)=O.[K+]. The catalyst is C1COCC1.O. The product is [Cl:14][C:11]1[S:10][C:9]([C:7]([NH:6][CH2:5][C@H:4]([NH:15][C:16]([C:18]2[C:19]([CH3:36])=[N:20][C:21]([NH:25][CH2:26][CH2:27][CH2:28][C:29]3[CH:34]=[CH:33][CH:32]=[C:31]([OH:35])[CH:30]=3)=[N:22][C:23]=2[CH3:24])=[O:17])[C:3]([OH:37])=[O:2])=[O:8])=[CH:13][CH:12]=1. The yield is 0.790. (2) The reactants are [NH2:1][C:2]1[CH:7]=[C:6]([C:8]#[N:9])[CH:5]=[CH:4][N:3]=1.[C:10]1([S:16](Cl)(=[O:18])=[O:17])[CH:15]=[CH:14][CH:13]=[CH:12][CH:11]=1. The catalyst is N1C=CC=CC=1. The product is [C:8]([C:6]1[CH:5]=[CH:4][N:3]=[C:2]([NH:1][S:16]([C:10]2[CH:15]=[CH:14][CH:13]=[CH:12][CH:11]=2)(=[O:18])=[O:17])[CH:7]=1)#[N:9]. The yield is 0.510. (3) The reactants are [CH2:1]([O:8][C:9]1[CH:18]=[C:17]2[C:12]([C:13]([O:19][C:20]3[CH:25]=[CH:24][C:23]([NH2:26])=[C:22]([F:27])[CH:21]=3)=[CH:14][CH:15]=[N:16]2)=[CH:11][C:10]=1[C:28]#[N:29])[C:2]1[CH:7]=[CH:6][CH:5]=[CH:4][CH:3]=1.[C:30](Cl)(=[O:38])[O:31][C:32]1[CH:37]=[CH:36][CH:35]=[CH:34][CH:33]=1.O.C1(C)C=CC=CC=1. The catalyst is CN(C)C=O.N1C=CC=CC=1. The product is [C:28]([C:10]1[CH:11]=[C:12]2[C:17](=[CH:18][C:9]=1[O:8][CH2:1][C:2]1[CH:7]=[CH:6][CH:5]=[CH:4][CH:3]=1)[N:16]=[CH:15][CH:14]=[C:13]2[O:19][C:20]1[CH:25]=[CH:24][C:23]([NH:26][C:30](=[O:38])[O:31][C:32]2[CH:37]=[CH:36][CH:35]=[CH:34][CH:33]=2)=[C:22]([F:27])[CH:21]=1)#[N:29]. The yield is 0.560. (4) The reactants are [C:1]([N:8]1[CH:12]=[CH:11]N=C1)([N:3]1[CH:7]=[CH:6]N=C1)=[O:2].NC1C=[CH:29][C:17]([O:18][C:19]2[CH:24]=[CH:23][N:22]=[C:21]([C:25]([NH:27][CH3:28])=[O:26])[CH:20]=2)=[CH:16][C:15]=1[F:31].[CH3:32][N:33]1[C:41]2[C:36](=CC(N)=[CH:39][CH:40]=2)[CH:35]=[N:34]1. The catalyst is C1C=CC=CC=1.C(Cl)Cl. The product is [F:31][C:15]1[CH:16]=[C:17]([CH:29]=[CH:11][C:12]=1[NH:8][C:1]([NH:3][C:7]1[CH:6]=[C:36]2[C:41](=[CH:40][CH:39]=1)[N:33]([CH3:32])[N:34]=[CH:35]2)=[O:2])[O:18][C:19]1[CH:24]=[CH:23][N:22]=[C:21]([C:25]([NH:27][CH3:28])=[O:26])[CH:20]=1. The yield is 0.270. (5) The reactants are [NH2:1][C:2]1[N:6]([C:7](=[O:16])[C:8]2[C:13]([F:14])=[CH:12][CH:11]=[CH:10][C:9]=2[F:15])[N:5]=[C:4]([NH:17][C:18]2[CH:23]=[CH:22][C:21]([S:24]([NH2:27])(=[O:26])=[O:25])=[CH:20][CH:19]=2)[N:3]=1.CC(C)([O-])C.[K+].Cl[C:35](=[O:43])[CH2:36][CH2:37][C:38]([O:40][CH2:41][CH3:42])=[O:39]. The catalyst is C1COCC1. The product is [CH2:41]([O:40][C:38](=[O:39])[CH2:37][CH2:36][C:35]([NH:27][S:24]([C:21]1[CH:22]=[CH:23][C:18]([NH:17][C:4]2[N:3]=[C:2]([NH2:1])[N:6]([C:7](=[O:16])[C:8]3[C:13]([F:14])=[CH:12][CH:11]=[CH:10][C:9]=3[F:15])[N:5]=2)=[CH:19][CH:20]=1)(=[O:25])=[O:26])=[O:43])[CH3:42]. The yield is 0.150.